Dataset: NCI-60 drug combinations with 297,098 pairs across 59 cell lines. Task: Regression. Given two drug SMILES strings and cell line genomic features, predict the synergy score measuring deviation from expected non-interaction effect. (1) Synergy scores: CSS=60.9, Synergy_ZIP=1.97, Synergy_Bliss=3.26, Synergy_Loewe=-22.3, Synergy_HSA=0.925. Cell line: OVCAR-4. Drug 2: CS(=O)(=O)OCCCCOS(=O)(=O)C. Drug 1: C1=NC2=C(N1)C(=S)N=CN2. (2) Drug 1: CC1=C(C=C(C=C1)NC(=O)C2=CC=C(C=C2)CN3CCN(CC3)C)NC4=NC=CC(=N4)C5=CN=CC=C5. Drug 2: C(CN)CNCCSP(=O)(O)O. Cell line: MOLT-4. Synergy scores: CSS=-4.35, Synergy_ZIP=0.972, Synergy_Bliss=-1.72, Synergy_Loewe=-5.61, Synergy_HSA=-6.01. (3) Drug 1: C1=CC(=CC=C1CC(C(=O)O)N)N(CCCl)CCCl.Cl. Drug 2: CC1C(C(CC(O1)OC2CC(CC3=C2C(=C4C(=C3O)C(=O)C5=CC=CC=C5C4=O)O)(C(=O)C)O)N)O. Cell line: RPMI-8226. Synergy scores: CSS=31.4, Synergy_ZIP=-5.97, Synergy_Bliss=-9.18, Synergy_Loewe=-22.9, Synergy_HSA=-10.2. (4) Drug 1: CCC1(CC2CC(C3=C(CCN(C2)C1)C4=CC=CC=C4N3)(C5=C(C=C6C(=C5)C78CCN9C7C(C=CC9)(C(C(C8N6C=O)(C(=O)OC)O)OC(=O)C)CC)OC)C(=O)OC)O.OS(=O)(=O)O. Drug 2: CC1CCCC2(C(O2)CC(NC(=O)CC(C(C(=O)C(C1O)C)(C)C)O)C(=CC3=CSC(=N3)C)C)C. Cell line: SF-295. Synergy scores: CSS=48.6, Synergy_ZIP=0.120, Synergy_Bliss=-0.652, Synergy_Loewe=-13.4, Synergy_HSA=1.16. (5) Drug 1: C1=C(C(=O)NC(=O)N1)F. Drug 2: C1C(C(OC1N2C=NC(=NC2=O)N)CO)O. Cell line: SK-OV-3. Synergy scores: CSS=14.7, Synergy_ZIP=2.41, Synergy_Bliss=0.636, Synergy_Loewe=-0.730, Synergy_HSA=-0.217. (6) Drug 1: CC1=C(C=C(C=C1)NC2=NC=CC(=N2)N(C)C3=CC4=NN(C(=C4C=C3)C)C)S(=O)(=O)N.Cl. Drug 2: C1C(C(OC1N2C=NC3=C(N=C(N=C32)Cl)N)CO)O. Cell line: SR. Synergy scores: CSS=16.9, Synergy_ZIP=-3.06, Synergy_Bliss=-3.10, Synergy_Loewe=-8.37, Synergy_HSA=0.466. (7) Drug 1: CC1=C(C=C(C=C1)C(=O)NC2=CC(=CC(=C2)C(F)(F)F)N3C=C(N=C3)C)NC4=NC=CC(=N4)C5=CN=CC=C5. Drug 2: C(CN)CNCCSP(=O)(O)O. Cell line: UO-31. Synergy scores: CSS=-5.50, Synergy_ZIP=4.08, Synergy_Bliss=0.966, Synergy_Loewe=-6.35, Synergy_HSA=-6.39.